This data is from Full USPTO retrosynthesis dataset with 1.9M reactions from patents (1976-2016). The task is: Predict the reactants needed to synthesize the given product. (1) Given the product [N:1]([CH2:4][C@@H:5]([O:6][C:14](=[O:16])[CH3:15])[C:7]1[CH:12]=[CH:11][CH:10]=[C:9]([CH3:13])[N:8]=1)=[N+:2]=[N-:3], predict the reactants needed to synthesize it. The reactants are: [N:1]([CH2:4][CH:5]([C:7]1[CH:12]=[CH:11][CH:10]=[C:9]([CH3:13])[N:8]=1)[OH:6])=[N+:2]=[N-:3].[C:14](OC=C)(=[O:16])[CH3:15]. (2) Given the product [C:2]([CH:6]1[CH:13]([C:12]([NH:29][C:28]2[CH:30]=[CH:31][CH:32]=[C:26]([O:25][CH3:24])[CH:27]=2)=[O:23])[C:14]2[C:15](=[CH:19][CH:20]=[CH:21][CH:22]=2)[C:16](=[O:18])[N:11]1[CH2:10][CH2:9][O:8][CH3:7])([CH3:5])([CH3:3])[CH3:1], predict the reactants needed to synthesize it. The reactants are: [CH3:1][C:2]([CH3:6])([CH3:5])[CH:3]=O.[CH3:7][O:8][CH2:9][CH2:10][NH2:11].[C:12]1(=[O:23])[O:18][C:16](=O)[C:15]2=[CH:19][CH:20]=[CH:21][CH:22]=[C:14]2[CH2:13]1.[CH3:24][O:25][C:26]1[CH:27]=[C:28]([CH:30]=[CH:31][CH:32]=1)[NH2:29]. (3) The reactants are: [H-].[Na+].Br[CH2:4][CH:5]([O:18][C:19](=[O:21])[CH3:20])[CH2:6][C:7]1[C:16]([OH:17])=[CH:15][CH:14]=[C:13]2[C:8]=1[CH:9]=[CH:10][CH:11]=[N:12]2. Given the product [C:19]([O:18][CH:5]1[CH2:4][O:17][C:16]2[C:7](=[C:8]3[C:13](=[CH:14][CH:15]=2)[N:12]=[CH:11][CH:10]=[CH:9]3)[CH2:6]1)(=[O:21])[CH3:20], predict the reactants needed to synthesize it.